Dataset: Full USPTO retrosynthesis dataset with 1.9M reactions from patents (1976-2016). Task: Predict the reactants needed to synthesize the given product. (1) Given the product [C:22]([O:26][C:27]([N:29]1[CH2:35][CH2:34][C:33]2[CH:36]=[CH:37][C:38]([NH:40][C:2]3[N:21]=[C:5]4[C:6]([C:10]5[CH:15]=[CH:14][CH:13]=[CH:12][C:11]=5[O:16][CH2:17][CH:18]([F:20])[F:19])=[CH:7][CH:8]=[CH:9][N:4]4[N:3]=3)=[CH:39][C:32]=2[CH2:31][CH2:30]1)=[O:28])([CH3:25])([CH3:23])[CH3:24], predict the reactants needed to synthesize it. The reactants are: Cl[C:2]1[N:21]=[C:5]2[C:6]([C:10]3[CH:15]=[CH:14][CH:13]=[CH:12][C:11]=3[O:16][CH2:17][CH:18]([F:20])[F:19])=[CH:7][CH:8]=[CH:9][N:4]2[N:3]=1.[C:22]([O:26][C:27]([N:29]1[CH2:35][CH2:34][C:33]2[CH:36]=[CH:37][C:38]([NH2:40])=[CH:39][C:32]=2[CH2:31][CH2:30]1)=[O:28])([CH3:25])([CH3:24])[CH3:23]. (2) Given the product [ClH:1].[ClH:1].[O:4]([C:11]1[C:12]([NH:27][C:28]2[S:32][N:31]=[C:30]([CH:33]3[CH2:38][CH2:37][N:36]([C:46](=[O:48])[CH3:47])[CH2:35][CH2:34]3)[N:29]=2)=[N:13][CH:14]=[C:15]([S:17][C:18]2[CH:23]=[CH:22][N:21]=[C:20]3[CH:24]=[CH:25][S:26][C:19]=23)[CH:16]=1)[C:5]1[CH:6]=[CH:7][CH:8]=[CH:9][CH:10]=1, predict the reactants needed to synthesize it. The reactants are: [ClH:1].Cl.Cl.[O:4]([C:11]1[C:12]([NH:27][C:28]2[S:32][N:31]=[C:30]([CH:33]3[CH2:38][CH2:37][NH:36][CH2:35][CH2:34]3)[N:29]=2)=[N:13][CH:14]=[C:15]([S:17][C:18]2[CH:23]=[CH:22][N:21]=[C:20]3[CH:24]=[CH:25][S:26][C:19]=23)[CH:16]=1)[C:5]1[CH:10]=[CH:9][CH:8]=[CH:7][CH:6]=1.C(N(CC)CC)C.[C:46](OC(=O)C)(=[O:48])[CH3:47].C([O-])(O)=O.[Na+].Cl. (3) The reactants are: [NH2:1][CH2:2][CH2:3][OH:4].[N:5]1[CH:10]=[CH:9][CH:8]=[CH:7][C:6]=1[CH:11]=O. Given the product [N:5]1[CH:10]=[CH:9][CH:8]=[CH:7][C:6]=1[CH2:11][NH:1][CH2:2][CH2:3][OH:4], predict the reactants needed to synthesize it. (4) Given the product [Cl:34][C:13]1[N:12]=[CH:11][N:10]=[C:9]2[C:14]=1[N:15]=[C:16]([C:17]1[CH:22]=[CH:21][CH:20]=[CH:19][C:18]=1[Cl:23])[N:8]2[C:5]1[CH:6]=[CH:7][C:2]([Cl:1])=[CH:3][CH:4]=1, predict the reactants needed to synthesize it. The reactants are: [Cl:1][C:2]1[CH:7]=[CH:6][C:5]([N:8]2[C:16]([C:17]3[CH:22]=[CH:21][CH:20]=[CH:19][C:18]=3[Cl:23])=[N:15][C:14]3[C:9]2=[N:10][CH:11]=[N:12][C:13]=3O)=[CH:4][CH:3]=1.C(N(CC)CC)C.O=P(Cl)(Cl)[Cl:34]. (5) The reactants are: FC(F)(F)C(O)=O.[F:8][C:9]1[CH:14]=[CH:13][C:12]([C:15]2[N:16]=[C:17]([CH:25]3[CH2:30][CH2:29][N:28]([C:31]4[C:32]5[CH2:39][CH2:38][N:37](CC6C=CC(OC)=CC=6)[C:33]=5[N:34]=[CH:35][N:36]=4)[CH2:27][CH2:26]3)[N:18]([CH2:20][CH2:21][N:22]([CH3:24])[CH3:23])[CH:19]=2)=[CH:11][C:10]=1[C:49]([F:52])([F:51])[F:50].FC(F)(F)C(O)=O. Given the product [N:34]1[C:33]2[NH:37][CH2:38][CH2:39][C:32]=2[C:31]([N:28]2[CH2:27][CH2:26][CH:25]([C:17]3[N:18]([CH2:20][CH2:21][N:22]([CH3:24])[CH3:23])[CH:19]=[C:15]([C:12]4[CH:13]=[CH:14][C:9]([F:8])=[C:10]([C:49]([F:50])([F:51])[F:52])[CH:11]=4)[N:16]=3)[CH2:30][CH2:29]2)=[N:36][CH:35]=1, predict the reactants needed to synthesize it. (6) The reactants are: [NH2:1][C@H:2]1[CH2:11][CH2:10][C:9]2[C:8]([S:12]([N:15]3[CH2:24][CH2:23][C:22]4[C:17](=[CH:18][C:19]([C:25]#[N:26])=[CH:20][CH:21]=4)[CH2:16]3)(=[O:14])=[O:13])=[CH:7][CH:6]=[C:5]([O:27][CH3:28])[C:4]=2[CH2:3]1.Br[CH2:30][CH2:31][CH2:32][CH2:33]Br.CCN(C(C)C)C(C)C.[I-].[K+].CN1CCCC1. Given the product [CH3:28][O:27][C:5]1[C:4]2[CH2:3][C@@H:2]([N:1]3[CH2:33][CH2:32][CH2:31][CH2:30]3)[CH2:11][CH2:10][C:9]=2[C:8]([S:12]([N:15]2[CH2:24][CH2:23][C:22]3[C:17](=[CH:18][C:19]([C:25]#[N:26])=[CH:20][CH:21]=3)[CH2:16]2)(=[O:14])=[O:13])=[CH:7][CH:6]=1, predict the reactants needed to synthesize it. (7) Given the product [Cl:1][C:2]1[CH:10]=[CH:9][C:8]([Cl:11])=[CH:7][C:3]=1[C:4]([NH:23][CH2:22][C:12]12[CH2:21][CH:16]3[CH2:15][CH:14]([CH2:20][CH:18]([CH2:17]3)[CH2:19]1)[CH2:13]2)=[O:6], predict the reactants needed to synthesize it. The reactants are: [Cl:1][C:2]1[CH:10]=[CH:9][C:8]([Cl:11])=[CH:7][C:3]=1[C:4]([OH:6])=O.[C:12]12([CH2:22][NH2:23])[CH2:21][CH:16]3[CH2:17][CH:18]([CH2:20][CH:14]([CH2:15]3)[CH2:13]1)[CH2:19]2.Cl.CN(C)CCCN=C=NCC.